From a dataset of Catalyst prediction with 721,799 reactions and 888 catalyst types from USPTO. Predict which catalyst facilitates the given reaction. (1) Reactant: [CH3:1][O:2][C:3]1[CH:8]=[CH:7][CH:6]=[CH:5][C:4]=1[C:9]1[C:17]2[C:16]([C:18]3[CH:23]=[CH:22][CH:21]=[CH:20][CH:19]=3)=[N:15][CH:14]=[N:13][C:12]=2[N:11](COCC[Si](C)(C)C)[CH:10]=1.C(O)(C(F)(F)F)=O.[OH-].[Na+].C(N)CN. Product: [CH3:1][O:2][C:3]1[CH:8]=[CH:7][CH:6]=[CH:5][C:4]=1[C:9]1[C:17]2[C:16]([C:18]3[CH:23]=[CH:22][CH:21]=[CH:20][CH:19]=3)=[N:15][CH:14]=[N:13][C:12]=2[NH:11][CH:10]=1. The catalyst class is: 2. (2) Reactant: [F:1][C:2]1[CH:3]=[C:4]2[N:10]([CH3:11])[N:9]=[C:8]([C:12]3[CH:17]=[CH:16][C:15]([OH:18])=[CH:14][CH:13]=3)[C:5]2=[N:6][CH:7]=1.[H-].[Na+].[CH3:21][O:22][CH2:23][CH2:24][N:25]1[C:29]2=[N:30][CH:31]=[CH:32][CH:33]=[C:28]2[N:27]=[C:26]1S(C)(=O)=O.O. Product: [F:1][C:2]1[CH:3]=[C:4]2[N:10]([CH3:11])[N:9]=[C:8]([C:12]3[CH:17]=[CH:16][C:15]([O:18][C:26]4[N:25]([CH2:24][CH2:23][O:22][CH3:21])[C:29]5=[N:30][CH:31]=[CH:32][CH:33]=[C:28]5[N:27]=4)=[CH:14][CH:13]=3)[C:5]2=[N:6][CH:7]=1. The catalyst class is: 3. (3) Reactant: Cl.CN.[F:4][C:5]1[C:13]([O:14][CH2:15][CH2:16][O:17][CH3:18])=[C:12]2[C:8]([CH:9]=[C:10]([C:19]3[S:20][CH:21]([CH2:24][C:25]([OH:27])=O)[CH2:22][N:23]=3)[NH:11]2)=[CH:7][C:6]=1[O:28][C:29]1[CH:30]=[N:31][C:32]([S:35]([CH3:38])(=[O:37])=[O:36])=[CH:33][CH:34]=1.O[N:40]1[C:44]2C=CC=CC=2N=N1.Cl.C(N=C=NCCCN(C)C)C. Product: [F:4][C:5]1[C:13]([O:14][CH2:15][CH2:16][O:17][CH3:18])=[C:12]2[C:8]([CH:9]=[C:10]([C:19]3[S:20][CH:21]([CH2:24][C:25]([NH:40][CH3:44])=[O:27])[CH2:22][N:23]=3)[NH:11]2)=[CH:7][C:6]=1[O:28][C:29]1[CH:30]=[N:31][C:32]([S:35]([CH3:38])(=[O:36])=[O:37])=[CH:33][CH:34]=1. The catalyst class is: 289. (4) Reactant: [N+:1]([C:4]1[CH:12]=[CH:11][C:10]2[C:6](=[CH:7][N:8]([CH2:13][CH2:14][NH:15][S:16]([CH3:19])(=[O:18])=[O:17])[N:9]=2)[CH:5]=1)([O-])=O. Product: [NH2:1][C:4]1[CH:12]=[CH:11][C:10]2[C:6](=[CH:7][N:8]([CH2:13][CH2:14][NH:15][S:16]([CH3:19])(=[O:18])=[O:17])[N:9]=2)[CH:5]=1. The catalyst class is: 43.